This data is from Forward reaction prediction with 1.9M reactions from USPTO patents (1976-2016). The task is: Predict the product of the given reaction. (1) Given the reactants [C:1]([O:5][C:6](=[O:22])[NH:7][C@H:8]([C:16]1[CH:21]=[CH:20][CH:19]=[CH:18][CH:17]=1)[CH2:9][NH:10][C:11]([CH3:15])([CH3:14])[CH2:12][OH:13])([CH3:4])([CH3:3])[CH3:2].[H-].[Na+].[CH3:25]I, predict the reaction product. The product is: [C:1]([O:5][C:6](=[O:22])[NH:7][C@H:8]([C:16]1[CH:17]=[CH:18][CH:19]=[CH:20][CH:21]=1)[CH2:9][NH:10][C:11]([CH3:15])([CH3:14])[CH2:12][O:13][CH3:25])([CH3:2])([CH3:3])[CH3:4]. (2) Given the reactants [Cl:1][C:2]1[C:7]([N+:8]([O-:10])=[O:9])=[CH:6][CH:5]=[C:4]([Cl:11])[C:3]=1[S:12](Cl)(=[O:14])=[O:13].[C:16]([NH2:20])([CH3:19])([CH3:18])[CH3:17].C(N(CC)CC)C, predict the reaction product. The product is: [C:16]([NH:20][S:12]([C:3]1[C:4]([Cl:11])=[CH:5][CH:6]=[C:7]([N+:8]([O-:10])=[O:9])[C:2]=1[Cl:1])(=[O:14])=[O:13])([CH3:19])([CH3:18])[CH3:17].